Dataset: NCI-60 drug combinations with 297,098 pairs across 59 cell lines. Task: Regression. Given two drug SMILES strings and cell line genomic features, predict the synergy score measuring deviation from expected non-interaction effect. (1) Drug 1: C1CC(C1)(C(=O)O)C(=O)O.[NH2-].[NH2-].[Pt+2]. Synergy scores: CSS=-0.952, Synergy_ZIP=-1.20, Synergy_Bliss=-2.85, Synergy_Loewe=-4.71, Synergy_HSA=-4.67. Cell line: KM12. Drug 2: CC1CCC2CC(C(=CC=CC=CC(CC(C(=O)C(C(C(=CC(C(=O)CC(OC(=O)C3CCCCN3C(=O)C(=O)C1(O2)O)C(C)CC4CCC(C(C4)OC)OCCO)C)C)O)OC)C)C)C)OC. (2) Drug 1: C1=NC(=NC(=O)N1C2C(C(C(O2)CO)O)O)N. Drug 2: CCN(CC)CCCC(C)NC1=C2C=C(C=CC2=NC3=C1C=CC(=C3)Cl)OC. Cell line: SK-OV-3. Synergy scores: CSS=16.7, Synergy_ZIP=-5.99, Synergy_Bliss=-1.87, Synergy_Loewe=0.479, Synergy_HSA=0.890. (3) Drug 1: CC(C1=C(C=CC(=C1Cl)F)Cl)OC2=C(N=CC(=C2)C3=CN(N=C3)C4CCNCC4)N. Drug 2: CN(CC1=CN=C2C(=N1)C(=NC(=N2)N)N)C3=CC=C(C=C3)C(=O)NC(CCC(=O)O)C(=O)O. Cell line: RXF 393. Synergy scores: CSS=3.06, Synergy_ZIP=-3.38, Synergy_Bliss=-4.78, Synergy_Loewe=-8.41, Synergy_HSA=-3.78. (4) Drug 1: C(CC(=O)O)C(=O)CN.Cl. Drug 2: CS(=O)(=O)OCCCCOS(=O)(=O)C. Cell line: IGROV1. Synergy scores: CSS=17.5, Synergy_ZIP=-3.62, Synergy_Bliss=-1.29, Synergy_Loewe=-1.88, Synergy_HSA=0.738. (5) Drug 1: CC(C)(C#N)C1=CC(=CC(=C1)CN2C=NC=N2)C(C)(C)C#N. Drug 2: CCC1(C2=C(COC1=O)C(=O)N3CC4=CC5=C(C=CC(=C5CN(C)C)O)N=C4C3=C2)O.Cl. Cell line: HCT116. Synergy scores: CSS=47.3, Synergy_ZIP=8.03, Synergy_Bliss=7.87, Synergy_Loewe=-7.78, Synergy_HSA=6.23. (6) Drug 1: C1CCN(CC1)CCOC2=CC=C(C=C2)C(=O)C3=C(SC4=C3C=CC(=C4)O)C5=CC=C(C=C5)O. Drug 2: C1=CN(C(=O)N=C1N)C2C(C(C(O2)CO)O)O.Cl. Cell line: HT29. Synergy scores: CSS=22.2, Synergy_ZIP=2.41, Synergy_Bliss=4.64, Synergy_Loewe=-26.2, Synergy_HSA=-1.29. (7) Drug 1: C1C(C(OC1N2C=C(C(=O)NC2=O)F)CO)O. Drug 2: COC1=NC(=NC2=C1N=CN2C3C(C(C(O3)CO)O)O)N. Cell line: K-562. Synergy scores: CSS=13.3, Synergy_ZIP=-1.92, Synergy_Bliss=-0.865, Synergy_Loewe=-17.7, Synergy_HSA=-1.34.